From a dataset of Full USPTO retrosynthesis dataset with 1.9M reactions from patents (1976-2016). Predict the reactants needed to synthesize the given product. Given the product [CH2:27]([C:26]1[CH:25]=[CH:24][CH:23]=[C:22]([CH2:29][CH3:30])[C:21]=1[C:4]1[N:3]=[C:2]([C:39]2[CH2:44][CH2:43][N:42]([C:45]([O:47][C:48]([CH3:49])([CH3:50])[CH3:51])=[O:46])[CH2:41][CH:40]=2)[C:7]([CH2:8][O:9][C:10]2[CH:15]=[C:14]([CH:16]([CH3:18])[CH3:17])[CH:13]=[CH:12][C:11]=2[CH3:19])=[C:6]([CH3:20])[N:5]=1)[CH3:28], predict the reactants needed to synthesize it. The reactants are: Cl[C:2]1[C:7]([CH2:8][O:9][C:10]2[CH:15]=[C:14]([CH:16]([CH3:18])[CH3:17])[CH:13]=[CH:12][C:11]=2[CH3:19])=[C:6]([CH3:20])[N:5]=[C:4]([C:21]2[C:26]([CH2:27][CH3:28])=[CH:25][CH:24]=[CH:23][C:22]=2[CH2:29][CH3:30])[N:3]=1.CC1(C)C(C)(C)OB([C:39]2[CH2:44][CH2:43][N:42]([C:45]([O:47][C:48]([CH3:51])([CH3:50])[CH3:49])=[O:46])[CH2:41][CH:40]=2)O1.C([O-])([O-])=O.[K+].[K+].